This data is from Forward reaction prediction with 1.9M reactions from USPTO patents (1976-2016). The task is: Predict the product of the given reaction. Given the reactants [C:1]([O:4][CH2:5][C@@H:6]([OH:23])[C@@H:7]([NH:15][C:16]([O:18][C:19]([CH3:22])([CH3:21])[CH3:20])=[O:17])[CH2:8][C:9]1[CH:14]=[CH:13][CH:12]=[CH:11][CH:10]=1)(=[O:3])[CH3:2].[CH3:24][S:25](Cl)(=[O:27])=[O:26].N1C=CC=CC=1, predict the reaction product. The product is: [C:1]([O:4][CH2:5][C@@H:6]([O:23][S:25]([CH3:24])(=[O:27])=[O:26])[C@@H:7]([NH:15][C:16]([O:18][C:19]([CH3:22])([CH3:21])[CH3:20])=[O:17])[CH2:8][C:9]1[CH:10]=[CH:11][CH:12]=[CH:13][CH:14]=1)(=[O:3])[CH3:2].